From a dataset of Catalyst prediction with 721,799 reactions and 888 catalyst types from USPTO. Predict which catalyst facilitates the given reaction. (1) Reactant: Cl[CH2:2][C:3]1[N:8]=[C:7]([C:9]([NH:11][C:12]2[CH:20]=[C:19]([C:21]3[CH:29]=[CH:28][CH:27]=[C:26]4[C:22]=3[CH:23]=[CH:24][NH:25]4)[CH:18]=[C:17]3[C:13]=2[CH:14]=[N:15][N:16]3S(C2C=CC=CC=2)(=O)=O)=[O:10])[CH:6]=[CH:5][CH:4]=1.[NH:39]1[CH2:44][CH2:43][S:42](=[O:46])(=[O:45])[CH2:41][CH2:40]1.[I-].[Na+].CCN(C(C)C)C(C)C.Cl. Product: [O:45]=[S:42]1(=[O:46])[CH2:43][CH2:44][N:39]([CH2:2][C:3]2[N:8]=[C:7]([C:9]([NH:11][C:12]3[CH:20]=[C:19]([C:21]4[CH:29]=[CH:28][CH:27]=[C:26]5[C:22]=4[CH:23]=[CH:24][NH:25]5)[CH:18]=[C:17]4[C:13]=3[CH:14]=[N:15][NH:16]4)=[O:10])[CH:6]=[CH:5][CH:4]=2)[CH2:40][CH2:41]1. The catalyst class is: 23. (2) Reactant: [C:1]1([N:7]2[CH2:11][CH2:10][CH2:9][C:8]2=[O:12])[CH:6]=[CH:5][CH:4]=[CH:3][CH:2]=1.[Li+].C[Si]([N-][Si](C)(C)C)(C)C.[CH:23](=[O:27])/[CH:24]=[CH:25]/[CH3:26]. Product: [OH:27][CH:23]([CH:9]1[CH2:10][CH2:11][N:7]([C:1]2[CH:2]=[CH:3][CH:4]=[CH:5][CH:6]=2)[C:8]1=[O:12])/[CH:24]=[CH:25]/[CH3:26]. The catalyst class is: 1. (3) Reactant: Br[C:2]1[S:6][C:5]([NH:7][C:8](=[O:16])[C:9]([O:12][C:13](=[O:15])[CH3:14])([CH3:11])[CH3:10])=[C:4]([C:17](=[O:19])[NH2:18])[CH:3]=1.CCN(C(C)C)C(C)C.CC1(C)C2C(=C(P(C3C=CC=CC=3)C3C=CC=CC=3)C=CC=2)OC2C(P(C3C=CC=CC=3)C3C=CC=CC=3)=CC=CC1=2.[CH2:71]([CH:73]([CH2:81][CH2:82][CH2:83][CH3:84])[CH2:74][O:75][C:76](=[O:80])[CH2:77][CH2:78][SH:79])[CH3:72]. Product: [CH2:71]([CH:73]([CH2:81][CH2:82][CH2:83][CH3:84])[CH2:74][O:75][C:76](=[O:80])[CH2:77][CH2:78][S:79][C:2]1[S:6][C:5]([NH:7][C:8](=[O:16])[C:9]([O:12][C:13](=[O:15])[CH3:14])([CH3:11])[CH3:10])=[C:4]([C:17](=[O:19])[NH2:18])[CH:3]=1)[CH3:72]. The catalyst class is: 101. (4) Reactant: Cl[C:2]1[CH:7]=[C:6]([O:8][CH2:9][C:10]2[CH:17]=[CH:16][C:13]([C:14]#[N:15])=[CH:12][CH:11]=2)[N:5]=[C:4]2[CH2:18][CH2:19][CH2:20][C:3]=12.CC1(C)C(C)(C)OB([C:29]2[CH:30]=[C:31]([CH2:35][OH:36])[CH:32]=[N:33][CH:34]=2)O1.C(=O)([O-])[O-].[K+].[K+]. Product: [OH:36][CH2:35][C:31]1[CH:30]=[C:29]([C:2]2[CH:7]=[C:6]([O:8][CH2:9][C:10]3[CH:17]=[CH:16][C:13]([C:14]#[N:15])=[CH:12][CH:11]=3)[N:5]=[C:4]3[CH2:18][CH2:19][CH2:20][C:3]=23)[CH:34]=[N:33][CH:32]=1. The catalyst class is: 38. (5) Reactant: [Br:1][C:2]1[C:10]2[O:9][N:8]=[C:7]([NH:11][C:12]3[CH:17]=[CH:16][CH:15]=[C:14]([NH2:18])[CH:13]=3)[C:6]=2[CH:5]=[CH:4][CH:3]=1.I.[C:20](=[NH:29])(SC)[C:21]1[CH:26]=[CH:25][CH:24]=[CH:23][CH:22]=1.C(OCC)(=O)C.C(=O)([O-])[O-].[K+].[K+]. Product: [Br:1][C:2]1[C:10]2[O:9][N:8]=[C:7]([NH:11][C:12]3[CH:13]=[C:14]([NH:18][C:20](=[NH:29])[C:21]4[CH:26]=[CH:25][CH:24]=[CH:23][CH:22]=4)[CH:15]=[CH:16][CH:17]=3)[C:6]=2[CH:5]=[CH:4][CH:3]=1. The catalyst class is: 8. (6) Reactant: [CH3:1][O:2][C:3](=[O:12])[C:4]1[CH:9]=[C:8]([F:10])[CH:7]=[CH:6][C:5]=1[NH2:11].C[O:14][C:15](=O)[CH2:16][C:17](=[O:19])[CH3:18]. Product: [CH3:1][O:2][C:3](=[O:12])[C:4]1[CH:9]=[C:8]([F:10])[CH:7]=[CH:6][C:5]=1[NH:11][C:15](=[O:14])[CH2:16][C:17](=[O:19])[CH3:18]. The catalyst class is: 11. (7) Product: [CH3:62][N:63]([CH3:70])[CH2:64][CH2:65][CH2:66][C:67]([O:41][CH:22]([CH2:23][CH2:24][CH2:25][CH2:26][CH2:27][CH2:28][CH2:29][CH2:30]/[CH:31]=[CH:32]\[CH2:33]/[CH:34]=[CH:35]\[CH2:36][CH2:37][CH2:38][CH2:39][CH3:40])[CH:21]([O:42][CH2:43][CH2:44][CH2:45][CH2:46][CH2:47][CH2:48][CH2:49][CH2:50]/[CH:51]=[CH:52]\[CH2:53]/[CH:54]=[CH:55]\[CH2:56][CH2:57][CH2:58][CH2:59][CH3:60])[CH2:20][O:19][CH2:1][CH2:2][CH2:3][CH2:4][CH2:5][CH2:6][CH2:7][CH2:8]/[CH:9]=[CH:10]\[CH2:11]/[CH:12]=[CH:13]\[CH2:14][CH2:15][CH2:16][CH2:17][CH3:18])=[O:68]. Reactant: [CH2:1]([O:19][CH2:20][CH:21]([O:42][CH2:43][CH2:44][CH2:45][CH2:46][CH2:47][CH2:48][CH2:49][CH2:50]/[CH:51]=[CH:52]\[CH2:53]/[CH:54]=[CH:55]\[CH2:56][CH2:57][CH2:58][CH2:59][CH3:60])[CH:22]([OH:41])[CH2:23][CH2:24][CH2:25][CH2:26][CH2:27][CH2:28][CH2:29][CH2:30]/[CH:31]=[CH:32]\[CH2:33]/[CH:34]=[CH:35]\[CH2:36][CH2:37][CH2:38][CH2:39][CH3:40])[CH2:2][CH2:3][CH2:4][CH2:5][CH2:6][CH2:7][CH2:8]/[CH:9]=[CH:10]\[CH2:11]/[CH:12]=[CH:13]\[CH2:14][CH2:15][CH2:16][CH2:17][CH3:18].Cl.[CH3:62][N:63]([CH3:70])[CH2:64][CH2:65][CH2:66][C:67](O)=[O:68].CCN=C=NCCCN(C)C.Cl.CCN(C(C)C)C(C)C. The catalyst class is: 154. (8) Reactant: [Cl:1][C:2]1[CH:12]=[CH:11][C:10]([CH2:13][NH:14][C:15](=[O:20])[C:16]([F:19])([F:18])[F:17])=[CH:9][C:3]=1[C:4]([N:6]=[C:7]=[O:8])=O.[F:21][C:22]([F:39])([F:38])[C:23]1[CH:24]=[C:25]([NH:29][NH:30]C(OC(C)(C)C)=O)[CH:26]=[CH:27][CH:28]=1.FC(F)(F)C(O)=O. Product: [Cl:1][C:2]1[CH:12]=[CH:11][C:10]([CH2:13][NH:14][C:15](=[O:20])[C:16]([F:19])([F:18])[F:17])=[CH:9][C:3]=1[C:4]1[NH:6][C:7](=[O:8])[N:29]([C:25]2[CH:26]=[CH:27][CH:28]=[C:23]([C:22]([F:21])([F:39])[F:38])[CH:24]=2)[N:30]=1. The catalyst class is: 2. (9) Reactant: [NH2:1][C:2]1[CH:7]=[CH:6][CH:5]=[CH:4][C:3]=1[NH:8][C:9]1[N:14]=[C:13]([N:15]2[CH2:20][CH2:19][N:18]([C:21]([NH:23][C:24]3[CH:29]=[CH:28][CH:27]=[C:26]([C:30]([F:33])([F:32])[F:31])[CH:25]=3)=[O:22])[CH2:17][CH2:16]2)[C:12]([Cl:34])=[CH:11][N:10]=1.[C:35](Cl)(=[O:38])[CH:36]=[CH2:37].CCN(C(C)C)C(C)C. Product: [C:35]([NH:1][C:2]1[CH:7]=[CH:6][CH:5]=[CH:4][C:3]=1[NH:8][C:9]1[N:14]=[C:13]([N:15]2[CH2:16][CH2:17][N:18]([C:21]([NH:23][C:24]3[CH:29]=[CH:28][CH:27]=[C:26]([C:30]([F:33])([F:32])[F:31])[CH:25]=3)=[O:22])[CH2:19][CH2:20]2)[C:12]([Cl:34])=[CH:11][N:10]=1)(=[O:38])[CH:36]=[CH2:37]. The catalyst class is: 2. (10) Product: [O:15]=[C:11]1[CH:10]=[C:9]([C:6]2[CH:5]=[CH:4][C:3]([C:2]([F:1])([F:16])[F:17])=[CH:8][N:7]=2)[CH:14]=[CH:13][N:12]1[C:19]1[CH:24]=[CH:23][C:22]2[C:25]3[CH2:26][N:27]([C:33]([O:35][C:36]([CH3:39])([CH3:38])[CH3:37])=[O:34])[CH2:28][CH2:29][CH2:30][C:31]=3[O:32][C:21]=2[CH:20]=1. The catalyst class is: 432. Reactant: [F:1][C:2]([F:17])([F:16])[C:3]1[CH:4]=[CH:5][C:6]([C:9]2[CH:14]=[CH:13][NH:12][C:11](=[O:15])[CH:10]=2)=[N:7][CH:8]=1.Br[C:19]1[CH:24]=[CH:23][C:22]2[C:25]3[CH2:26][N:27]([C:33]([O:35][C:36]([CH3:39])([CH3:38])[CH3:37])=[O:34])[CH2:28][CH2:29][CH2:30][C:31]=3[O:32][C:21]=2[CH:20]=1.C([O-])([O-])=O.[Cs+].[Cs+].CN[C@@H]1CCCC[C@H]1NC.